From a dataset of NCI-60 drug combinations with 297,098 pairs across 59 cell lines. Regression. Given two drug SMILES strings and cell line genomic features, predict the synergy score measuring deviation from expected non-interaction effect. (1) Drug 1: CC(CN1CC(=O)NC(=O)C1)N2CC(=O)NC(=O)C2. Drug 2: B(C(CC(C)C)NC(=O)C(CC1=CC=CC=C1)NC(=O)C2=NC=CN=C2)(O)O. Cell line: RXF 393. Synergy scores: CSS=11.0, Synergy_ZIP=-1.58, Synergy_Bliss=1.60, Synergy_Loewe=3.62, Synergy_HSA=3.33. (2) Cell line: IGROV1. Drug 2: COC1=CC(=CC(=C1O)OC)C2C3C(COC3=O)C(C4=CC5=C(C=C24)OCO5)OC6C(C(C7C(O6)COC(O7)C8=CC=CS8)O)O. Drug 1: C1CC(=O)NC(=O)C1N2CC3=C(C2=O)C=CC=C3N. Synergy scores: CSS=34.5, Synergy_ZIP=-2.92, Synergy_Bliss=0.694, Synergy_Loewe=-23.1, Synergy_HSA=4.60.